From a dataset of Reaction yield outcomes from USPTO patents with 853,638 reactions. Predict the reaction yield, written as a fraction of the theoretical maximum amount of product (1.0 means a 100% yield; for example, 0.34 means a 34% yield). (1) The reactants are CO.[F:3][C:4]1[CH:9]=[CH:8][C:7]([F:10])=[CH:6][C:5]=1[C@H:11]1[CH2:15][CH2:14][CH2:13][N:12]1[C:16]1[CH:17]=[CH:18][C:19]2[N:20]([C:22]([NH:25][C:26]([N:28]3[CH2:33][CH2:32][CH2:31][CH2:30][CH2:29]3)=[O:27])=[CH:23][N:24]=2)[N:21]=1.[ClH:34]. The catalyst is O1CCOCC1. The product is [ClH:34].[F:3][C:4]1[CH:9]=[CH:8][C:7]([F:10])=[CH:6][C:5]=1[C@H:11]1[CH2:15][CH2:14][CH2:13][N:12]1[C:16]1[CH:17]=[CH:18][C:19]2[N:20]([C:22]([NH:25][C:26]([N:28]3[CH2:29][CH2:30][CH2:31][CH2:32][CH2:33]3)=[O:27])=[CH:23][N:24]=2)[N:21]=1. The yield is 0.790. (2) The reactants are N(C1(C#N)CCCCC1)=NC1(C#N)CCCCC1.[CH3:19][C:20](=[O:25])[CH2:21][C:22](=O)[CH3:23].BrN1C(=O)CCC1=O.[N:34]1[CH:39]=[CH:38][CH:37]=[CH:36][C:35]=1[NH2:40]. The catalyst is C(Cl)(Cl)Cl.CCOC(C)=O.CO. The product is [CH3:23][C:22]1[N:40]=[C:35]2[CH:36]=[CH:37][CH:38]=[CH:39][N:34]2[C:21]=1[C:20](=[O:25])[CH3:19]. The yield is 0.350. (3) The reactants are C([O:4][CH2:5][C:6]1[C:7]([N:35]2[N:44]=[CH:43][C:42]3[C:37](=[C:38]([F:49])[CH:39]=[C:40]([C:45]([CH3:48])([CH3:47])[CH3:46])[CH:41]=3)[C:36]2=[O:50])=[N:8][CH:9]=[CH:10][C:11]=1[C:12]1[CH:17]=[C:16]([NH:18][C:19]2[CH:24]=[CH:23][CH:22]=[C:21]([O:25][CH2:26][CH2:27][NH:28][C:29](=[O:32])[CH:30]=[CH2:31])[N:20]=2)[C:15](=[O:33])[N:14]([CH3:34])[CH:13]=1)(=O)C.[Li+].[OH-]. The catalyst is C1COCC1.CC(O)C.O. The product is [C:45]([C:40]1[CH:41]=[C:42]2[C:37](=[C:38]([F:49])[CH:39]=1)[C:36](=[O:50])[N:35]([C:7]1[C:6]([CH2:5][OH:4])=[C:11]([C:12]3[CH:17]=[C:16]([NH:18][C:19]4[N:20]=[C:21]([O:25][CH2:26][CH2:27][NH:28][C:29](=[O:32])[CH:30]=[CH2:31])[CH:22]=[CH:23][CH:24]=4)[C:15](=[O:33])[N:14]([CH3:34])[CH:13]=3)[CH:10]=[CH:9][N:8]=1)[N:44]=[CH:43]2)([CH3:48])([CH3:47])[CH3:46]. The yield is 0.100. (4) The reactants are [CH3:1][O:2][C:3](=[O:16])[C:4]1[CH:9]=[C:8]([N+:10]([O-:12])=[O:11])[C:7]([NH2:13])=[C:6]([F:14])[C:5]=1F.[Cl:17][C:18]1[CH:24]=[CH:23][CH:22]=[CH:21][C:19]=1[NH2:20]. The catalyst is C(OCC)(=O)C. The product is [CH3:1][O:2][C:3](=[O:16])[C:4]1[CH:9]=[C:8]([N+:10]([O-:12])=[O:11])[C:7]([NH2:13])=[C:6]([F:14])[C:5]=1[NH:20][C:19]1[CH:21]=[CH:22][CH:23]=[CH:24][C:18]=1[Cl:17]. The yield is 0.120. (5) The reactants are [F:1][C:2]1[CH:3]=[C:4]([C@H:10]2[CH2:14][CH2:13][CH2:12][N:11]2[C:15]2[CH:20]=[CH:19][N:18]3[N:21]=[CH:22][C:23]([C:24](O)=[O:25])=[C:17]3[N:16]=2)[C:5]([O:8][CH3:9])=[N:6][CH:7]=1.Cl.[Cl:28][CH2:29][CH2:30][CH2:31][NH:32][CH3:33].CN1CCOCC1.CN(C(ON1N=NC2C=CC=NC1=2)=[N+](C)C)C.F[P-](F)(F)(F)(F)F. The catalyst is CN(C=O)C.O. The product is [Cl:28][CH2:29][CH2:30][CH2:31][N:32]([CH3:33])[C:24]([C:23]1[CH:22]=[N:21][N:18]2[CH:19]=[CH:20][C:15]([N:11]3[CH2:12][CH2:13][CH2:14][C@@H:10]3[C:4]3[C:5]([O:8][CH3:9])=[N:6][CH:7]=[C:2]([F:1])[CH:3]=3)=[N:16][C:17]=12)=[O:25]. The yield is 0.520. (6) The reactants are Br[CH2:2][C:3]([C:5]1[CH:6]=[C:7]([CH:12]=[CH:13][C:14]=1[CH3:15])[C:8]([O:10][CH3:11])=[O:9])=O.Cl.[CH3:17][O:18][CH2:19][C:20](=[NH:22])[NH2:21].C(=O)([O-])[O-].[K+].[K+]. The catalyst is C(#N)C. The product is [CH3:17][O:18][CH2:19][C:20]1[NH:21][C:3]([C:5]2[CH:6]=[C:7]([CH:12]=[CH:13][C:14]=2[CH3:15])[C:8]([O:10][CH3:11])=[O:9])=[CH:2][N:22]=1. The yield is 0.190.